This data is from Forward reaction prediction with 1.9M reactions from USPTO patents (1976-2016). The task is: Predict the product of the given reaction. (1) Given the reactants CC(C[AlH]CC(C)C)C.[CH:10]1([N:15]2[C:19]3[N:20]=[C:21]([S:24][CH3:25])[N:22]=[CH:23][C:18]=3[CH:17]=[C:16]2[C:26](OC)=[O:27])[CH2:14][CH2:13][CH2:12][CH2:11]1, predict the reaction product. The product is: [CH:10]1([N:15]2[C:19]3[N:20]=[C:21]([S:24][CH3:25])[N:22]=[CH:23][C:18]=3[CH:17]=[C:16]2[CH2:26][OH:27])[CH2:11][CH2:12][CH2:13][CH2:14]1. (2) Given the reactants C([O:5][C:6]([C:8]1[CH:13]=[CH:12][C:11]([C:14]2[C:15]([CH3:49])([CH3:48])[C@H:16]3[C@:29]([CH3:32])([CH2:30][CH:31]=2)[C@@H:28]2[C@:19]([CH3:47])([C@@:20]4([CH3:46])[C@H:25]([CH2:26][CH2:27]2)[C@H:24]2[C@H:33]([C:36]([CH2:38][NH:39][CH2:40][CH2:41][OH:42])=[CH2:37])[CH2:34][CH2:35][C@:23]2([C:43]([OH:45])=[O:44])[CH2:22][CH2:21]4)[CH2:18][CH2:17]3)=[CH:10][CH:9]=1)=[O:7])(C)(C)C.C(O)(C(F)(F)F)=O, predict the reaction product. The product is: [C:6]([C:8]1[CH:13]=[CH:12][C:11]([C:14]2[C:15]([CH3:49])([CH3:48])[C@H:16]3[C@:29]([CH3:32])([CH2:30][CH:31]=2)[C@@H:28]2[C@:19]([CH3:47])([C@@:20]4([CH3:46])[C@H:25]([CH2:26][CH2:27]2)[C@H:24]2[C@H:33]([C:36]([CH2:38][NH:39][CH2:40][CH2:41][OH:42])=[CH2:37])[CH2:34][CH2:35][C@:23]2([C:43]([OH:45])=[O:44])[CH2:22][CH2:21]4)[CH2:18][CH2:17]3)=[CH:10][CH:9]=1)([OH:7])=[O:5]. (3) Given the reactants [CH3:1][O:2][C:3]1[CH:4]=[C:5]2[C:10](=[CH:11][C:12]=1[O:13][CH3:14])[N:9]=[CH:8][N:7]=[C:6]2[O:15][C:16]1[CH:21]=[CH:20][C:19]([OH:22])=[C:18]([N+:23]([O-])=O)[CH:17]=1.O, predict the reaction product. The product is: [NH2:23][C:18]1[CH:17]=[C:16]([O:15][C:6]2[C:5]3[C:10](=[CH:11][C:12]([O:13][CH3:14])=[C:3]([O:2][CH3:1])[CH:4]=3)[N:9]=[CH:8][N:7]=2)[CH:21]=[CH:20][C:19]=1[OH:22]. (4) Given the reactants [Cl:1][C:2]1[N:7]=[C:6]([NH:8][CH:9]([CH2:12][CH3:13])[CH2:10][CH3:11])[C:5]([NH2:14])=[CH:4][N:3]=1.CN([CH:18]=[O:19])C.C(N1C=CN=C1)(N1C=CN=C1)=O, predict the reaction product. The product is: [Cl:1][C:2]1[N:7]=[C:6]2[C:5]([NH:14][C:18](=[O:19])[N:8]2[CH:9]([CH2:12][CH3:13])[CH2:10][CH3:11])=[CH:4][N:3]=1. (5) Given the reactants C(OC(=O)[NH:7][C:8]1[CH:13]=[CH:12][C:11]([Cl:14])=[CH:10][C:9]=1[NH2:15])(C)(C)C.C(O[C:22](=[O:39])[CH2:23][C:24]([C:26]1[CH:31]=[CH:30][CH:29]=[C:28]([C:32]2[CH:37]=[C:36]([CH3:38])[N:35]=[CH:34][N:33]=2)[CH:27]=1)=O)(C)(C)C, predict the reaction product. The product is: [Cl:14][C:11]1[CH:12]=[CH:13][C:8]2[N:7]=[C:24]([C:26]3[CH:31]=[CH:30][CH:29]=[C:28]([C:32]4[CH:37]=[C:36]([CH3:38])[N:35]=[CH:34][N:33]=4)[CH:27]=3)[CH2:23][C:22](=[O:39])[NH:15][C:9]=2[CH:10]=1. (6) Given the reactants [Cl:1][C:2]1[CH:7]=[CH:6][C:5]([N:8]2[CH:12]=[N:11][N:10]=[CH:9]2)=[C:4](I)[CH:3]=1.C(N(CCCC)CCCC)CCC.[C:27]([O:31][C:32]([CH3:35])([CH3:34])[CH3:33])(=[O:30])[CH:28]=[CH2:29], predict the reaction product. The product is: [Cl:1][C:2]1[CH:7]=[CH:6][C:5]([N:8]2[CH:12]=[N:11][N:10]=[CH:9]2)=[C:4](/[CH:29]=[CH:28]/[C:27]([O:31][C:32]([CH3:35])([CH3:34])[CH3:33])=[O:30])[CH:3]=1. (7) Given the reactants [NH2:1][C:2]1[N:7]=[CH:6][C:5]([C:8]2[CH:13]=[CH:12][C:11]([OH:14])=[CH:10][CH:9]=2)=[C:4]([CH2:15][CH3:16])[C:3]=1Br.[CH3:18][C:19]1[C:27]2[C:22](=[CH:23][CH:24]=[C:25](B(O)O)[CH:26]=2)[NH:21][N:20]=1.C([O-])([O-])=O.[K+].[K+], predict the reaction product. The product is: [NH2:1][C:2]1[N:7]=[CH:6][C:5]([C:8]2[CH:13]=[CH:12][C:11]([OH:14])=[CH:10][CH:9]=2)=[C:4]([CH2:15][CH3:16])[C:3]=1[C:25]1[CH:26]=[C:27]2[C:22](=[CH:23][CH:24]=1)[NH:21][N:20]=[C:19]2[CH3:18].